From a dataset of Catalyst prediction with 721,799 reactions and 888 catalyst types from USPTO. Predict which catalyst facilitates the given reaction. Reactant: [NH2:1][C:2]1[CH:3]=[CH:4][C:5]([F:20])=[C:6]([C:8]([C:10]2[CH:11]=[C:12]3[C:17](=[CH:18][CH:19]=2)[N:16]=[CH:15][CH:14]=[N:13]3)=[O:9])[CH:7]=1.[CH2:21]([S:24](Cl)(=[O:26])=[O:25])[CH2:22][CH3:23]. Product: [F:20][C:5]1[CH:4]=[CH:3][C:2]([N:1]([S:24]([CH2:21][CH2:22][CH3:23])(=[O:26])=[O:25])[S:24]([CH2:21][CH2:22][CH3:23])(=[O:26])=[O:25])=[CH:7][C:6]=1[C:8]([C:10]1[CH:11]=[C:12]2[C:17](=[CH:18][CH:19]=1)[N:16]=[CH:15][CH:14]=[N:13]2)=[O:9]. The catalyst class is: 2.